This data is from Forward reaction prediction with 1.9M reactions from USPTO patents (1976-2016). The task is: Predict the product of the given reaction. (1) Given the reactants [Br:1][C:2]1[C:19]([C:20]([F:23])([F:22])[F:21])=[CH:18][C:5]2[O:6][CH2:7][C:8](=O)[N:9]([CH:10]([CH3:16])[C:11](OCC)=[O:12])[C:4]=2[CH:3]=1.COC1C=CC(P2(SP(C3C=CC(OC)=CC=3)(=S)S2)=S)=CC=1.O.[NH2:47][NH2:48], predict the reaction product. The product is: [Br:1][C:2]1[CH:3]=[C:4]2[C:5](=[CH:18][C:19]=1[C:20]([F:23])([F:22])[F:21])[O:6][CH2:7][C:8]1[N:9]2[CH:10]([CH3:16])[C:11](=[O:12])[NH:47][N:48]=1. (2) Given the reactants Br[CH2:2][C:3]([C:5]1[CH:10]=[CH:9][C:8]([I:11])=[CH:7][CH:6]=1)=[O:4].[C:12]1(=[O:22])[NH:16][C:15](=[O:17])[C:14]2=[CH:18][CH:19]=[CH:20][CH:21]=[C:13]12.[K], predict the reaction product. The product is: [I:11][C:8]1[CH:9]=[CH:10][C:5]([C:3](=[O:4])[CH2:2][N:16]2[C:12](=[O:22])[C:13]3[C:14](=[CH:18][CH:19]=[CH:20][CH:21]=3)[C:15]2=[O:17])=[CH:6][CH:7]=1. (3) Given the reactants Br[C:2]1[C:10]2[N:9]3[CH2:11][CH2:12][NH:13][C:14](=[O:15])[C:8]3=[C:7]([CH3:16])[C:6]=2[CH:5]=[C:4]([F:17])[CH:3]=1.[C:18]([C:22]1[CH:27]=[CH:26][C:25](B(O)O)=[CH:24][CH:23]=1)([CH3:21])([CH3:20])[CH3:19], predict the reaction product. The product is: [C:18]([C:22]1[CH:27]=[CH:26][C:25]([C:2]2[C:10]3[N:9]4[CH2:11][CH2:12][NH:13][C:14](=[O:15])[C:8]4=[C:7]([CH3:16])[C:6]=3[CH:5]=[C:4]([F:17])[CH:3]=2)=[CH:24][CH:23]=1)([CH3:21])([CH3:20])[CH3:19].